This data is from Catalyst prediction with 721,799 reactions and 888 catalyst types from USPTO. The task is: Predict which catalyst facilitates the given reaction. (1) Reactant: [CH:1]([C:3]1[N:4]=[C:5]([C:8]2[CH:13]=[CH:12][CH:11]=[CH:10][CH:9]=2)[NH:6][CH:7]=1)=[O:2].C(=O)([O-])[O-].[K+].[K+].[CH2:20](Br)[C:21]1[CH:26]=[CH:25][CH:24]=[CH:23][CH:22]=1.O. Product: [CH2:20]([N:6]1[CH:7]=[C:3]([CH:1]=[O:2])[N:4]=[C:5]1[C:8]1[CH:9]=[CH:10][CH:11]=[CH:12][CH:13]=1)[C:21]1[CH:26]=[CH:25][CH:24]=[CH:23][CH:22]=1. The catalyst class is: 9. (2) Reactant: [CH:1]1([NH:5][C:6]([C@@H:8]2[CH2:12][CH2:11][CH2:10][N:9]2[C:13](=[O:30])[CH2:14][O:15][C:16]2[N:20]([C:21]3[CH:26]=[CH:25][CH:24]=[CH:23][CH:22]=3)[N:19]=[C:18]([C:27](O)=[O:28])[CH:17]=2)=[O:7])[CH2:4][CH2:3][CH2:2]1.C1C=NC2N(O)N=NC=2C=1.CCN(C(C)C)C(C)C.Cl.[CH3:51][O:52][C:53](=[O:62])[CH:54]([NH2:61])[CH:55]1[CH2:60][CH2:59][CH2:58][CH2:57][CH2:56]1. Product: [CH3:51][O:52][C:53](=[O:62])[C@@H:54]([NH:61][C:27]([C:18]1[CH:17]=[C:16]([O:15][CH2:14][C:13]([N:9]2[CH2:10][CH2:11][CH2:12][C@H:8]2[C:6](=[O:7])[NH:5][CH:1]2[CH2:4][CH2:3][CH2:2]2)=[O:30])[N:20]([C:21]2[CH:22]=[CH:23][CH:24]=[CH:25][CH:26]=2)[N:19]=1)=[O:28])[CH:55]1[CH2:56][CH2:57][CH2:58][CH2:59][CH2:60]1. The catalyst class is: 607. (3) Reactant: [OH:1][C:2]1[CH:3]=[CH:4][C:5]2[C:15]3[C:10](=[CH:11][N:12]=[C:13]([NH:16][C:17](=[O:19])[CH3:18])[CH:14]=3)[CH2:9][O:8][C:6]=2[CH:7]=1.[CH3:20][C@:21]1([CH2:38][C:39]([CH3:41])=[CH2:40])[CH2:25]OS(=O)(=O)[N:22]1[C:28]([O:30][CH2:31][C:32]1[CH:37]=[CH:36][CH:35]=[CH:34][CH:33]=1)=[O:29].C(=O)([O-])[O-].[K+].[K+].CN1C(=O)CCC1. Product: [C:17]([NH:16][C:13]1[CH:14]=[C:15]2[C:5]3[CH:4]=[CH:3][C:2]([O:1][CH2:25][C@:21]([NH:22][C:28](=[O:29])[O:30][CH2:31][C:32]4[CH:37]=[CH:36][CH:35]=[CH:34][CH:33]=4)([CH3:20])[CH2:38][C:39]([CH3:41])=[CH2:40])=[CH:7][C:6]=3[O:8][CH2:9][C:10]2=[CH:11][N:12]=1)(=[O:19])[CH3:18]. The catalyst class is: 6.